This data is from Full USPTO retrosynthesis dataset with 1.9M reactions from patents (1976-2016). The task is: Predict the reactants needed to synthesize the given product. (1) The reactants are: C([O:3][C:4]([C@@H:6]1[C@@H:11]2[C@H:7]1[CH2:8][C@@H:9]([OH:32])[CH:10]2[NH:12][C:13]1[CH:18]=[CH:17][C:16]([F:19])=[C:15]([C@:20]2([CH3:31])[C:25]([CH3:27])([CH3:26])[C:24](=[O:28])[N:23]([CH3:29])[C:22]([NH2:30])=[N:21]2)[CH:14]=1)=[O:5])C.[Li+].[OH-]. Given the product [NH2:30][C:22]1[N:23]([CH3:29])[C:24](=[O:28])[C:25]([CH3:26])([CH3:27])[C@:20]([C:15]2[CH:14]=[C:13]([NH:12][CH:10]3[C@H:9]([OH:32])[CH2:8][C@@H:7]4[C@H:11]3[C@H:6]4[C:4]([OH:5])=[O:3])[CH:18]=[CH:17][C:16]=2[F:19])([CH3:31])[N:21]=1, predict the reactants needed to synthesize it. (2) Given the product [N:6]1[CH:7]=[CH:2][CH:3]=[C:4]([CH:8]([NH:12][C:13]([C:15]2[CH:16]=[N:17][N:18]([C:21]3[CH:22]=[CH:23][C:24]([Cl:27])=[CH:25][CH:26]=3)[C:19]=2[CH3:20])=[O:14])[CH2:9][CH2:10][CH3:11])[CH:5]=1.[CH3:28][O:29][C:30](=[O:36])[CH2:31][CH2:32][S:33]([C:2]1[CH:7]=[N:6][CH:5]=[C:4]([CH:8]([NH:12][C:13]([C:15]2[CH:16]=[N:17][N:18]([C:21]3[CH:26]=[CH:25][C:24]([Cl:27])=[CH:23][CH:22]=3)[C:19]=2[CH3:20])=[O:14])[CH2:9][CH2:10][CH3:11])[CH:3]=1)(=[O:35])=[O:34], predict the reactants needed to synthesize it. The reactants are: Br[C:2]1[CH:3]=[C:4]([CH:8]([NH:12][C:13]([C:15]2[CH:16]=[N:17][N:18]([C:21]3[CH:26]=[CH:25][C:24]([Cl:27])=[CH:23][CH:22]=3)[C:19]=2[CH3:20])=[O:14])[CH2:9][CH2:10][CH3:11])[CH:5]=[N:6][CH:7]=1.[CH3:28][O:29][C:30](=[O:36])[CH2:31][CH2:32][S:33]([O-:35])=[O:34].[Na+].[Cl-].[NH4+].[Na].C(=O)(O)[O-].[Na+]. (3) Given the product [CH2:1]([N:8]1[C:13](=[O:14])[C:12]2[CH2:15][CH2:16][CH2:17][NH:18][C:11]=2[N:10]=[C:9]1[CH:19]([NH:22][CH2:23][CH2:24][N:25]([CH3:27])[CH3:26])[CH2:20][CH3:21])[C:2]1[CH:3]=[CH:4][CH:5]=[CH:6][CH:7]=1, predict the reactants needed to synthesize it. The reactants are: [CH2:1]([N:8]1[C:13](=[O:14])[C:12]2[CH:15]=[CH:16][CH:17]=[N:18][C:11]=2[N:10]=[C:9]1[CH:19]([NH:22][CH2:23][CH2:24][N:25]([CH3:27])[CH3:26])[CH2:20][CH3:21])[C:2]1[CH:7]=[CH:6][CH:5]=[CH:4][CH:3]=1. (4) Given the product [F:24][C:10]1[CH:9]=[C:8]([C:5]2[CH:6]=[N:7][C:2]3[N:3]([C:26]([C:29]4([C:32]5[CH:33]=[C:34]6[C:39](=[CH:40][CH:41]=5)[N:38]=[CH:37][CH:36]=[CH:35]6)[CH2:31][CH2:30]4)=[CH:27][N:1]=3)[CH:4]=2)[CH:23]=[CH:22][C:11]=1[O:12][CH:13]([CH3:21])[C:14]([O:16][C:17]([CH3:19])([CH3:20])[CH3:18])=[O:15], predict the reactants needed to synthesize it. The reactants are: [NH2:1][C:2]1[N:7]=[CH:6][C:5]([C:8]2[CH:23]=[CH:22][C:11]([O:12][CH:13]([CH3:21])[C:14]([O:16][C:17]([CH3:20])([CH3:19])[CH3:18])=[O:15])=[C:10]([F:24])[CH:9]=2)=[CH:4][N:3]=1.Cl[CH:26]([C:29]1([C:32]2[CH:33]=[C:34]3[C:39](=[CH:40][CH:41]=2)[N:38]=[CH:37][CH:36]=[CH:35]3)[CH2:31][CH2:30]1)[CH:27]=O.